This data is from Peptide-MHC class I binding affinity with 185,985 pairs from IEDB/IMGT. The task is: Regression. Given a peptide amino acid sequence and an MHC pseudo amino acid sequence, predict their binding affinity value. This is MHC class I binding data. (1) The peptide sequence is KQGDVFYTA. The MHC is HLA-B27:03 with pseudo-sequence HLA-B27:03. The binding affinity (normalized) is 0.0847. (2) The peptide sequence is DPALNMENI. The MHC is Patr-A0701 with pseudo-sequence Patr-A0701. The binding affinity (normalized) is 0.00255. (3) The peptide sequence is KRFNITVSK. The MHC is HLA-A01:01 with pseudo-sequence HLA-A01:01. The binding affinity (normalized) is 0.0847. (4) The peptide sequence is YQLEMYHPI. The MHC is HLA-C04:01 with pseudo-sequence HLA-C04:01. The binding affinity (normalized) is 0.213. (5) The peptide sequence is KTKDYVNGL. The MHC is HLA-A23:01 with pseudo-sequence HLA-A23:01. The binding affinity (normalized) is 0.106. (6) The peptide sequence is FQKVNPEGL. The MHC is H-2-Db with pseudo-sequence H-2-Db. The binding affinity (normalized) is 0.311. (7) The peptide sequence is VTFFCVMTY. The MHC is HLA-B15:17 with pseudo-sequence HLA-B15:17. The binding affinity (normalized) is 0.744. (8) The peptide sequence is CGDPSSFDY. The MHC is HLA-A30:01 with pseudo-sequence HLA-A30:01. The binding affinity (normalized) is 0.